From a dataset of Peptide-MHC class I binding affinity with 185,985 pairs from IEDB/IMGT. Regression. Given a peptide amino acid sequence and an MHC pseudo amino acid sequence, predict their binding affinity value. This is MHC class I binding data. (1) The MHC is HLA-A02:11 with pseudo-sequence HLA-A02:11. The binding affinity (normalized) is 0.0847. The peptide sequence is NSTHNTPVY. (2) The peptide sequence is HIMPNSFRV. The MHC is HLA-B07:02 with pseudo-sequence HLA-B07:02. The binding affinity (normalized) is 0.0847. (3) The peptide sequence is IAVLYCVHQR. The MHC is HLA-A11:01 with pseudo-sequence HLA-A11:01. The binding affinity (normalized) is 0.0992. (4) The MHC is HLA-A24:02 with pseudo-sequence HLA-A24:02. The binding affinity (normalized) is 0.562. The peptide sequence is GQQFYWPVM. (5) The peptide sequence is HTLPRCWL. The MHC is Mamu-A01 with pseudo-sequence Mamu-A01. The binding affinity (normalized) is 0.361.